Dataset: Forward reaction prediction with 1.9M reactions from USPTO patents (1976-2016). Task: Predict the product of the given reaction. (1) The product is: [C:1](/[CH:3]=[CH:4]/[S:5]([C:8]1[CH:9]=[CH:10][C:11]([C:14]([CH3:19])([CH3:18])[C:15]([NH:23][CH2:22][CH2:20][OH:21])=[O:17])=[CH:12][CH:13]=1)(=[O:6])=[O:7])#[N:2]. Given the reactants [C:1](/[CH:3]=[CH:4]/[S:5]([C:8]1[CH:13]=[CH:12][C:11]([C:14]([CH3:19])([CH3:18])[C:15]([OH:17])=O)=[CH:10][CH:9]=1)(=[O:7])=[O:6])#[N:2].[CH2:20]([CH2:22][NH2:23])[OH:21].Cl.CN(C)CCCN=C=NCC.ON1C2C=CC=CC=2N=N1.C(=O)(O)[O-].[Na+], predict the reaction product. (2) Given the reactants Br[C:2]1[CH:7]=[CH:6][CH:5]=[CH:4][CH:3]=1.[C:8]([PH:12](=[O:17])[C:13]([CH3:16])([CH3:15])[CH3:14])([CH3:11])([CH3:10])[CH3:9].C([O-])([O-])=O.[K+].[K+], predict the reaction product. The product is: [C:8]([P:12](=[O:17])([C:13]([CH3:16])([CH3:15])[CH3:14])[C:2]1[CH:7]=[CH:6][CH:5]=[CH:4][CH:3]=1)([CH3:11])([CH3:10])[CH3:9]. (3) Given the reactants C([Si](C1C=CC=CC=1)(C1C=CC=CC=1)[O:6][CH:7]1[CH2:12][CH2:11][CH:10]([CH:13]2[CH2:17][CH2:16][N:15]([CH2:18][C:19]3[C:24]([Cl:25])=[CH:23][C:22]([C:26]4[CH:31]=[CH:30][C:29]([C:32]([N:34]5[CH2:39][CH2:38][CH:37]([C:40]([F:43])([F:42])[F:41])[CH2:36][CH2:35]5)=[O:33])=[CH:28][CH:27]=4)=[CH:21][C:20]=3[Cl:44])[C:14]2=[O:45])[CH2:9][CH2:8]1)(C)(C)C.C1COCC1.O.C(O)(C(F)(F)F)=O, predict the reaction product. The product is: [Cl:44][C:20]1[CH:21]=[C:22]([C:26]2[CH:31]=[CH:30][C:29]([C:32]([N:34]3[CH2:35][CH2:36][CH:37]([C:40]([F:42])([F:41])[F:43])[CH2:38][CH2:39]3)=[O:33])=[CH:28][CH:27]=2)[CH:23]=[C:24]([Cl:25])[C:19]=1[CH2:18][N:15]1[CH2:16][CH2:17][CH:13]([CH:10]2[CH2:11][CH2:12][CH:7]([OH:6])[CH2:8][CH2:9]2)[C:14]1=[O:45]. (4) Given the reactants [CH3:1][N:2]([CH3:17])[CH2:3][CH:4]([N:11]1[CH:15]=[C:14]([NH2:16])[CH:13]=[N:12]1)[C:5]1[CH:10]=[CH:9][CH:8]=[CH:7][CH:6]=1.N1CC[CH2:19]1, predict the reaction product. The product is: [N:2]1([CH2:3][CH:4]([N:11]2[CH:15]=[C:14]([NH2:16])[CH:13]=[N:12]2)[C:5]2[CH:10]=[CH:9][CH:8]=[CH:7][CH:6]=2)[CH2:17][CH2:19][CH2:1]1.